From a dataset of Forward reaction prediction with 1.9M reactions from USPTO patents (1976-2016). Predict the product of the given reaction. (1) Given the reactants [CH3:1][O:2][C:3]1[CH:4]=[C:5]2[C:10](=[CH:11][CH:12]=1)[N+:9]([O-])=[CH:8][CH:7]=[CH:6]2.COC(Cl)=O.C([Mg]Br)[C:20]1[CH:25]=[CH:24][C:23]([O:26][CH3:27])=[CH:22][CH:21]=1, predict the reaction product. The product is: [CH3:1][O:2][C:3]1[CH:4]=[C:5]2[C:10](=[CH:11][CH:12]=1)[N:9]=[C:8]([C:20]1[CH:25]=[CH:24][C:23]([O:26][CH3:27])=[CH:22][CH:21]=1)[CH:7]=[CH:6]2. (2) Given the reactants O=[O+][O-].[CH2:4]([O:6][C:7]([C:9]1(/[CH:29]=C/C)[CH2:14][CH2:13][CH:12]([NH:15][S:16]([C:19]2[CH:24]=[CH:23][C:22]([C:25]([F:28])([F:27])[F:26])=[CH:21][CH:20]=2)(=[O:18])=[O:17])[CH2:11][CH2:10]1)=[O:8])[CH3:5].[O:32]=O.C1C=CC(P(C2C=CC=CC=2)C2C=CC=CC=2)=CC=1, predict the reaction product. The product is: [CH2:4]([O:6][C:7]([C:9]1([CH:29]=[O:32])[CH2:10][CH2:11][CH:12]([NH:15][S:16]([C:19]2[CH:20]=[CH:21][C:22]([C:25]([F:26])([F:28])[F:27])=[CH:23][CH:24]=2)(=[O:17])=[O:18])[CH2:13][CH2:14]1)=[O:8])[CH3:5]. (3) Given the reactants Br[C:2]1[CH:26]=[CH:25][C:5]([C:6]([N:8]([CH:22]([CH3:24])[CH3:23])[C@@H:9]2[CH2:14][CH2:13][CH2:12][N:11]([C:15]([O:17][C:18]([CH3:21])([CH3:20])[CH3:19])=[O:16])[CH2:10]2)=[O:7])=[CH:4][C:3]=1[O:27][CH2:28][CH2:29][CH2:30][O:31][CH3:32].C(=O)([O-])[O-].[Na+].[Na+].[CH2:39](B(O)O)[CH2:40][C:41]1[CH:46]=[CH:45][CH:44]=[CH:43][CH:42]=1.C(=O)([O-])O.[Na+], predict the reaction product. The product is: [CH:22]([N:8]([C:6](=[O:7])[C:5]1[CH:25]=[CH:26][C:2]([CH2:39][CH2:40][C:41]2[CH:46]=[CH:45][CH:44]=[CH:43][CH:42]=2)=[C:3]([O:27][CH2:28][CH2:29][CH2:30][O:31][CH3:32])[CH:4]=1)[C@@H:9]1[CH2:14][CH2:13][CH2:12][N:11]([C:15]([O:17][C:18]([CH3:21])([CH3:20])[CH3:19])=[O:16])[CH2:10]1)([CH3:24])[CH3:23]. (4) Given the reactants N1C2C=NNC(=O)C=2C=C[CH:2]=1.[C:12]([C:15]1[C:16]([C:21]([OH:23])=[O:22])=[N:17][CH:18]=[CH:19][CH:20]=1)(=O)[NH2:13].CS(Cl)(=O)=O, predict the reaction product. The product is: [C:12]([C:15]1[C:16]([C:21]([O:23][CH3:2])=[O:22])=[N:17][CH:18]=[CH:19][CH:20]=1)#[N:13]. (5) Given the reactants O[CH2:2][C:3]1[S:4][C:5]2[C:11]([C:12]3[CH:13]=[C:14]([NH:18][C:19](=[O:24])[CH2:20][CH2:21][O:22][CH3:23])[CH:15]=[CH:16][CH:17]=3)=[CH:10][CH:9]=[CH:8][C:6]=2[CH:7]=1.P(Br)(Br)[Br:26], predict the reaction product. The product is: [Br:26][CH2:2][C:3]1[S:4][C:5]2[C:11]([C:12]3[CH:13]=[C:14]([NH:18][C:19](=[O:24])[CH2:20][CH2:21][O:22][CH3:23])[CH:15]=[CH:16][CH:17]=3)=[CH:10][CH:9]=[CH:8][C:6]=2[CH:7]=1. (6) Given the reactants [OH:1][C:2]1[CH:3]=[C:4]([C:9]([C@@H:11]2[C@:20]3([CH3:21])[C@H:15]([C:16]([CH3:23])([CH3:22])[CH2:17][CH2:18][CH2:19]3)[CH2:14][C@@H:13]([NH:24][CH2:25][CH2:26][CH2:27][NH:28]C(=O)OC(C)(C)C)[C@H:12]2[CH3:36])=[O:10])[CH:5]=[C:6]([OH:8])[CH:7]=1.[ClH:37], predict the reaction product. The product is: [ClH:37].[ClH:37].[NH2:28][CH2:27][CH2:26][CH2:25][NH:24][C@@H:13]1[CH2:14][C@@H:15]2[C@:20]([CH3:21])([CH2:19][CH2:18][CH2:17][C:16]2([CH3:23])[CH3:22])[C@@H:11]([C:9]([C:4]2[CH:3]=[C:2]([OH:1])[CH:7]=[C:6]([OH:8])[CH:5]=2)=[O:10])[C@@H:12]1[CH3:36].